Dataset: NCI-60 drug combinations with 297,098 pairs across 59 cell lines. Task: Regression. Given two drug SMILES strings and cell line genomic features, predict the synergy score measuring deviation from expected non-interaction effect. (1) Drug 1: CCCCC(=O)OCC(=O)C1(CC(C2=C(C1)C(=C3C(=C2O)C(=O)C4=C(C3=O)C=CC=C4OC)O)OC5CC(C(C(O5)C)O)NC(=O)C(F)(F)F)O. Drug 2: CC1=C2C(C(=O)C3(C(CC4C(C3C(C(C2(C)C)(CC1OC(=O)C(C(C5=CC=CC=C5)NC(=O)OC(C)(C)C)O)O)OC(=O)C6=CC=CC=C6)(CO4)OC(=O)C)O)C)O. Cell line: SNB-75. Synergy scores: CSS=37.8, Synergy_ZIP=-1.50, Synergy_Bliss=-8.28, Synergy_Loewe=-7.59, Synergy_HSA=-7.58. (2) Drug 1: CC1C(C(=O)NC(C(=O)N2CCCC2C(=O)N(CC(=O)N(C(C(=O)O1)C(C)C)C)C)C(C)C)NC(=O)C3=C4C(=C(C=C3)C)OC5=C(C(=O)C(=C(C5=N4)C(=O)NC6C(OC(=O)C(N(C(=O)CN(C(=O)C7CCCN7C(=O)C(NC6=O)C(C)C)C)C)C(C)C)C)N)C. Drug 2: C1=CN(C=N1)CC(O)(P(=O)(O)O)P(=O)(O)O. Cell line: HOP-62. Synergy scores: CSS=3.66, Synergy_ZIP=-3.76, Synergy_Bliss=-4.84, Synergy_Loewe=-21.1, Synergy_HSA=-8.07. (3) Drug 1: CCC1(CC2CC(C3=C(CCN(C2)C1)C4=CC=CC=C4N3)(C5=C(C=C6C(=C5)C78CCN9C7C(C=CC9)(C(C(C8N6C=O)(C(=O)OC)O)OC(=O)C)CC)OC)C(=O)OC)O.OS(=O)(=O)O. Drug 2: CC1C(C(CC(O1)OC2CC(CC3=C2C(=C4C(=C3O)C(=O)C5=CC=CC=C5C4=O)O)(C(=O)C)O)N)O. Cell line: T-47D. Synergy scores: CSS=35.2, Synergy_ZIP=3.57, Synergy_Bliss=5.88, Synergy_Loewe=5.69, Synergy_HSA=6.75. (4) Drug 1: CC1C(C(CC(O1)OC2CC(CC3=C2C(=C4C(=C3O)C(=O)C5=C(C4=O)C(=CC=C5)OC)O)(C(=O)CO)O)N)O.Cl. Drug 2: CN(CCCl)CCCl.Cl. Cell line: ACHN. Synergy scores: CSS=43.3, Synergy_ZIP=-2.32, Synergy_Bliss=0.0748, Synergy_Loewe=-5.05, Synergy_HSA=1.18. (5) Drug 1: CC1=C(C=C(C=C1)NC2=NC=CC(=N2)N(C)C3=CC4=NN(C(=C4C=C3)C)C)S(=O)(=O)N.Cl. Drug 2: CC1OCC2C(O1)C(C(C(O2)OC3C4COC(=O)C4C(C5=CC6=C(C=C35)OCO6)C7=CC(=C(C(=C7)OC)O)OC)O)O. Cell line: MDA-MB-231. Synergy scores: CSS=31.7, Synergy_ZIP=4.32, Synergy_Bliss=7.30, Synergy_Loewe=8.88, Synergy_HSA=9.53. (6) Drug 1: C1=NC2=C(N1)C(=S)N=C(N2)N. Synergy scores: CSS=22.3, Synergy_ZIP=-10.1, Synergy_Bliss=-6.21, Synergy_Loewe=-6.12, Synergy_HSA=-4.56. Cell line: MDA-MB-231. Drug 2: CC1=C(C(=O)C2=C(C1=O)N3CC4C(C3(C2COC(=O)N)OC)N4)N. (7) Drug 1: CC1=C2C(C(=O)C3(C(CC4C(C3C(C(C2(C)C)(CC1OC(=O)C(C(C5=CC=CC=C5)NC(=O)OC(C)(C)C)O)O)OC(=O)C6=CC=CC=C6)(CO4)OC(=O)C)OC)C)OC. Drug 2: CC1OCC2C(O1)C(C(C(O2)OC3C4COC(=O)C4C(C5=CC6=C(C=C35)OCO6)C7=CC(=C(C(=C7)OC)O)OC)O)O. Cell line: HT29. Synergy scores: CSS=79.4, Synergy_ZIP=11.8, Synergy_Bliss=9.71, Synergy_Loewe=-1.41, Synergy_HSA=12.7. (8) Synergy scores: CSS=10.3, Synergy_ZIP=-0.449, Synergy_Bliss=-2.09, Synergy_Loewe=-4.70, Synergy_HSA=-4.30. Drug 2: CCCCC(=O)OCC(=O)C1(CC(C2=C(C1)C(=C3C(=C2O)C(=O)C4=C(C3=O)C=CC=C4OC)O)OC5CC(C(C(O5)C)O)NC(=O)C(F)(F)F)O. Cell line: IGROV1. Drug 1: CC1CCC2CC(C(=CC=CC=CC(CC(C(=O)C(C(C(=CC(C(=O)CC(OC(=O)C3CCCCN3C(=O)C(=O)C1(O2)O)C(C)CC4CCC(C(C4)OC)O)C)C)O)OC)C)C)C)OC.